Dataset: Tyrosyl-DNA phosphodiesterase HTS with 341,365 compounds. Task: Binary Classification. Given a drug SMILES string, predict its activity (active/inactive) in a high-throughput screening assay against a specified biological target. (1) The molecule is s1c2n(nc(n2)c2c(F)cccc2)c(CCNC(=O)C(=O)Nc2ccc(cc2)C(OC)=O)c1. The result is 0 (inactive). (2) The molecule is Clc1cc(c(NC(=O)CSCC(O)=O)cc1)C(F)(F)F. The result is 0 (inactive). (3) The molecule is S(C1CCCCC1)CCCNC(=O)C1CCCN(C1)C(=O)c1n(c2c(scc2)c1)C. The result is 0 (inactive). (4) The molecule is Fc1c(c2nn(nn2)CC(=O)N2C3C(CN(CC3)C)c3c2ccc(c3)C)cccc1. The result is 0 (inactive). (5) The drug is O1c2c(C(CC1=O)c1ccc(cc1)C)c(OC)c(OC)c(OC)c2. The result is 0 (inactive). (6) The compound is O=C1N2C(C(CC1CC(=O)NC\C=C(\CC\C=C(/C)C)C)C(=O)N1CCCCC1)(c1[nH]c3c(c1CC2)ccc(c3)CCC(=O)N(C)C)C. The result is 0 (inactive). (7) The compound is S(Cc1cc2nonc2cc1)c1nc(cc(n1)C)C. The result is 0 (inactive). (8) The drug is O=C(N1CCN(CC1)C(=O)c1cc(OC)cc(OC)c1)c1ccc(cc1)c1ccccc1. The result is 0 (inactive). (9) The drug is S(=O)(=O)(c1nc2CCCc2c(n1)C)Cc1ccccc1. The result is 0 (inactive). (10) The compound is s1c(c2n(NC(=O)c3ccc(C(C)(C)C)cc3)c(CCC(O)=O)cc2)ccc1. The result is 0 (inactive).